This data is from NCI-60 drug combinations with 297,098 pairs across 59 cell lines. The task is: Regression. Given two drug SMILES strings and cell line genomic features, predict the synergy score measuring deviation from expected non-interaction effect. (1) Drug 1: C1=CC(=CC=C1CCC2=CNC3=C2C(=O)NC(=N3)N)C(=O)NC(CCC(=O)O)C(=O)O. Drug 2: C1=NC2=C(N=C(N=C2N1C3C(C(C(O3)CO)O)F)Cl)N. Cell line: NCI-H322M. Synergy scores: CSS=21.6, Synergy_ZIP=2.44, Synergy_Bliss=6.19, Synergy_Loewe=6.57, Synergy_HSA=6.72. (2) Drug 1: CC(C1=C(C=CC(=C1Cl)F)Cl)OC2=C(N=CC(=C2)C3=CN(N=C3)C4CCNCC4)N. Drug 2: C1=CC=C(C=C1)NC(=O)CCCCCCC(=O)NO. Cell line: SR. Synergy scores: CSS=70.8, Synergy_ZIP=2.21, Synergy_Bliss=2.15, Synergy_Loewe=-2.92, Synergy_HSA=2.21. (3) Drug 1: CN(CC1=CN=C2C(=N1)C(=NC(=N2)N)N)C3=CC=C(C=C3)C(=O)NC(CCC(=O)O)C(=O)O. Drug 2: CC1CCCC2(C(O2)CC(NC(=O)CC(C(C(=O)C(C1O)C)(C)C)O)C(=CC3=CSC(=N3)C)C)C. Cell line: LOX IMVI. Synergy scores: CSS=57.1, Synergy_ZIP=-3.99, Synergy_Bliss=-7.87, Synergy_Loewe=-4.52, Synergy_HSA=-3.22. (4) Drug 1: CC1=C(C=C(C=C1)NC2=NC=CC(=N2)N(C)C3=CC4=NN(C(=C4C=C3)C)C)S(=O)(=O)N.Cl. Drug 2: C1=NC2=C(N=C(N=C2N1C3C(C(C(O3)CO)O)O)F)N. Cell line: MCF7. Synergy scores: CSS=-1.01, Synergy_ZIP=2.48, Synergy_Bliss=1.06, Synergy_Loewe=-2.36, Synergy_HSA=-1.92.